From a dataset of Reaction yield outcomes from USPTO patents with 853,638 reactions. Predict the reaction yield, written as a fraction of the theoretical maximum amount of product (1.0 means a 100% yield; for example, 0.34 means a 34% yield). (1) The reactants are Br[C:2]1[CH:3]=[C:4]([C:9]2[N:14]=[C:13]([C:15]3C=CC=CC=3)[N:12]=[C:11](C3C=CC=CC=3)[N:10]=2)[CH:5]=[C:6](Br)[CH:7]=1.[CH3:27][C:28]1[CH:33]=[C:32]([CH3:34])[N:31]=[C:30]([C:35]2[CH:40]=[CH:39][C:38](B3OC(C)(C)C(C)(C)O3)=[CH:37][CH:36]=2)[N:29]=1.P([O-])([O-])([O-])=O.[K+].[K+].[K+]. The catalyst is O1CCOCC1. The product is [CH3:34][C:32]1[CH:33]=[C:28]([CH3:27])[N:29]=[C:30]([C:35]2[CH:40]=[CH:39][C:38]([C:35]3[CH:40]=[C:39]([C:11]4[N:10]=[C:9]([C:4]5[CH:3]=[CH:2][CH:7]=[CH:6][CH:5]=5)[N:14]=[C:13]([C:15]5[CH:27]=[CH:28][CH:33]=[CH:32][CH:34]=5)[N:12]=4)[CH:38]=[C:37]([C:38]4[CH:37]=[CH:36][C:35]([C:30]5[N:31]=[C:32]([CH3:34])[CH:33]=[C:28]([CH3:27])[N:29]=5)=[CH:40][CH:39]=4)[CH:36]=3)=[CH:37][CH:36]=2)[N:31]=1. The yield is 0.660. (2) The reactants are [Br-].[CH2:2]([P+](C1C=CC=CC=1)(C1C=CC=CC=1)C1C=CC=CC=1)[CH2:3][C:4]1[CH:9]=[CH:8][CH:7]=[CH:6][CH:5]=1.[CH3:29][CH:30]1[CH:35]=[C:34]([CH3:36])[CH2:33][CH2:32][CH:31]1[CH:37]=O. No catalyst specified. The product is [CH3:29][CH:30]1[CH:35]=[C:34]([CH3:36])[CH2:33][CH2:32][CH:31]1[CH:37]=[CH:2][CH2:3][C:4]1[CH:5]=[CH:6][CH:7]=[CH:8][CH:9]=1. The yield is 0.610.